This data is from Reaction yield outcomes from USPTO patents with 853,638 reactions. The task is: Predict the reaction yield, written as a fraction of the theoretical maximum amount of product (1.0 means a 100% yield; for example, 0.34 means a 34% yield). (1) The reactants are [CH2:1]([NH2:5])[CH:2](C)C.FC1C=C(C)C=CC=1[N+]([O-])=[O:14].[CH2:17]([NH:21][C:22]1[CH:28]=[C:27]([CH3:29])[CH:26]=[CH:25][C:23]=1[NH2:24])[CH:18]([CH3:20])[CH3:19].N[C:31]1[S:32]C=[CH:34][N:35]=1. No catalyst specified. The product is [CH2:17]([NH:21][C:22]1[CH:28]=[C:27]([CH3:29])[CH:26]=[CH:25][C:23]=1[NH2:24])[CH:18]([CH3:20])[CH3:19].[CH2:17]([NH:21][C:22]1[CH:28]=[C:27]([CH3:29])[CH:26]=[CH:25][C:23]=1[NH:24][C:34]([NH:35][C:31]1[S:32][CH:2]=[CH:1][N:5]=1)=[O:14])[CH:18]([CH3:20])[CH3:19]. The yield is 0.690. (2) The reactants are [C:1]([C:3]1[C:4]([C:19]2[CH:24]=[CH:23][C:22]([Cl:25])=[CH:21][C:20]=2[Cl:26])=[C:5]([C:16]([OH:18])=O)[S:6][C:7]=1[N:8]1[CH2:13][CH2:12][O:11][CH:10]([CH2:14][F:15])[CH2:9]1)#[N:2].[OH-].[NH4+].CC[N:31]=C=NCCCN(C)C. The catalyst is C(Cl)Cl. The product is [C:1]([C:3]1[C:4]([C:19]2[CH:24]=[CH:23][C:22]([Cl:25])=[CH:21][C:20]=2[Cl:26])=[C:5]([C:16]([NH2:31])=[O:18])[S:6][C:7]=1[N:8]1[CH2:13][CH2:12][O:11][CH:10]([CH2:14][F:15])[CH2:9]1)#[N:2]. The yield is 0.560.